Dataset: Reaction yield outcomes from USPTO patents with 853,638 reactions. Task: Predict the reaction yield, written as a fraction of the theoretical maximum amount of product (1.0 means a 100% yield; for example, 0.34 means a 34% yield). (1) The product is [Cl:1][C:2]1[C:7]([OH:8])=[CH:6][CH:5]=[C:4]([CH2:9][OH:10])[N:3]=1. The reactants are [Cl:1][C:2]1[C:7]([OH:8])=[CH:6][CH:5]=[CH:4][N:3]=1.[C:9]([O-])(O)=[O:10].[Na+].C=O.Cl. The catalyst is O. The yield is 0.810. (2) The reactants are [OH:1][CH2:2][C@H:3]([NH:14][C:15]([C:17]1[C:22]2[O:23][CH2:24][CH2:25][CH2:26][CH2:27][C:21]=2[CH:20]=[C:19](Br)[CH:18]=1)=[O:16])[CH2:4][C:5]1[C:13]2[C:8](=[CH:9][CH:10]=[CH:11][CH:12]=2)[NH:7][CH:6]=1.[Cl:29][C:30]1[CH:31]=[C:32](B(O)O)[CH:33]=[CH:34][C:35]=1[C:36](=[O:39])[NH:37][CH3:38].C(=O)([O-])[O-].[Na+].[Na+]. The catalyst is C(O)C.C1(C)C=CC=CC=1.C1C=CC([P]([Pd]([P](C2C=CC=CC=2)(C2C=CC=CC=2)C2C=CC=CC=2)([P](C2C=CC=CC=2)(C2C=CC=CC=2)C2C=CC=CC=2)[P](C2C=CC=CC=2)(C2C=CC=CC=2)C2C=CC=CC=2)(C2C=CC=CC=2)C2C=CC=CC=2)=CC=1. The product is [OH:1][CH2:2][C@H:3]([NH:14][C:15]([C:17]1[C:22]2[O:23][CH2:24][CH2:25][CH2:26][CH2:27][C:21]=2[CH:20]=[C:19]([C:32]2[CH:33]=[CH:34][C:35]([C:36](=[O:39])[NH:37][CH3:38])=[C:30]([Cl:29])[CH:31]=2)[CH:18]=1)=[O:16])[CH2:4][C:5]1[C:13]2[C:8](=[CH:9][CH:10]=[CH:11][CH:12]=2)[NH:7][CH:6]=1. The yield is 0.580.